From a dataset of Catalyst prediction with 721,799 reactions and 888 catalyst types from USPTO. Predict which catalyst facilitates the given reaction. (1) Reactant: CN(C(ON1N=NC2C=CC=NC1=2)=[N+](C)C)C.F[P-](F)(F)(F)(F)F.[CH:25]1([N:30]2[CH2:40][C:39]([CH3:42])([CH3:41])[C:38](=[O:43])[N:37]([CH3:44])[C:36]3[C:31]2=[N:32][C:33]([NH:45][C:46]2[CH:54]=[CH:53][C:49]([C:50](O)=[O:51])=[CH:48][C:47]=2[O:55][CH3:56])=[N:34][CH:35]=3)[CH2:29][CH2:28][CH2:27][CH2:26]1.CCN(C(C)C)C(C)C.[NH2:66][CH:67]1[CH2:72][CH2:71][N:70]([CH2:73][CH2:74][O:75][CH3:76])[CH2:69][CH2:68]1. Product: [CH:25]1([N:30]2[CH2:40][C:39]([CH3:41])([CH3:42])[C:38](=[O:43])[N:37]([CH3:44])[C:36]3[C:31]2=[N:32][C:33]([NH:45][C:46]2[CH:54]=[CH:53][C:49]([C:50]([NH:66][CH:67]4[CH2:72][CH2:71][N:70]([CH2:73][CH2:74][O:75][CH3:76])[CH2:69][CH2:68]4)=[O:51])=[CH:48][C:47]=2[O:55][CH3:56])=[N:34][CH:35]=3)[CH2:26][CH2:27][CH2:28][CH2:29]1. The catalyst class is: 44. (2) Reactant: [CH3:1][CH:2]([CH3:21])[CH2:3][CH:4]([NH:8][S:9]([C:12]1[CH:17]=[CH:16][CH:15]=[CH:14][C:13]=1[N+:18]([O-])=O)(=[O:11])=[O:10])[C:5](O)=[O:6].CCO.ON1C(=O)CCC1=O.C1CCC(N=C=NC2CCCCC2)CC1. Product: [CH2:3]([CH:4]1[C:5](=[O:6])[NH:18][C:13]2[CH:14]=[CH:15][CH:16]=[CH:17][C:12]=2[S:9](=[O:11])(=[O:10])[NH:8]1)[CH:2]([CH3:21])[CH3:1]. The catalyst class is: 123. (3) Reactant: [N:1]1[N:2]([C:6]2[CH:7]=[C:8]([NH:12][C:13]3[C:18]([C:19]([NH2:21])=[O:20])=[CH:17][N:16]=[C:15]([NH:22][C@@H:23]4[CH2:28][CH2:27][CH2:26][C@H:25]([OH:29])[C@@H:24]4[NH2:30])[N:14]=3)[CH:9]=[CH:10][CH:11]=2)[N:3]=[CH:4][CH:5]=1.CCN(CC)CC.[CH3:38][C:39]([O:42][C:43](O[C:43]([O:42][C:39]([CH3:41])([CH3:40])[CH3:38])=[O:44])=[O:44])([CH3:41])[CH3:40]. Product: [N:1]1[N:2]([C:6]2[CH:7]=[C:8]([NH:12][C:13]3[C:18]([C:19](=[O:20])[NH2:21])=[CH:17][N:16]=[C:15]([NH:22][C@@H:23]4[CH2:28][CH2:27][CH2:26][C@H:25]([OH:29])[C@@H:24]4[NH:30][C:43](=[O:44])[O:42][C:39]([CH3:41])([CH3:40])[CH3:38])[N:14]=3)[CH:9]=[CH:10][CH:11]=2)[N:3]=[CH:4][CH:5]=1. The catalyst class is: 14. (4) Reactant: [H-].[Na+].[Br:3][C:4]1[CH:9]=[C:8]([Br:10])[N:7]=[C:6]([C:11]([O:13][CH3:14])=[O:12])[C:5]=1[OH:15].[CH2:16](Cl)[C:17]1[CH:22]=[CH:21][CH:20]=[CH:19][CH:18]=1.O. Product: [Br:3][C:4]1[CH:9]=[C:8]([Br:10])[N:7]=[C:6]([C:11]([O:13][CH3:14])=[O:12])[C:5]=1[O:15][CH2:16][C:17]1[CH:22]=[CH:21][CH:20]=[CH:19][CH:18]=1. The catalyst class is: 3. (5) Reactant: [CH3:1][C:2]1[C:6]([N+:7]([O-:9])=[O:8])=[CH:5][NH:4][N:3]=1.C(=O)([O-])[O-].[K+].[K+].I[CH:17]([CH3:19])[CH3:18].O. Product: [CH:17]([N:4]1[CH:5]=[C:6]([N+:7]([O-:9])=[O:8])[C:2]([CH3:1])=[N:3]1)([CH3:19])[CH3:18]. The catalyst class is: 85. (6) Reactant: [CH2:1]([NH:3][CH2:4][CH3:5])[CH3:2].C(N(CC)CC)C.[Cl:13][CH2:14][C:15](Cl)=[O:16]. Product: [Cl:13][CH2:14][C:15]([N:3]([CH2:4][CH3:5])[CH2:1][CH3:2])=[O:16]. The catalyst class is: 4. (7) Reactant: [CH2:1]([O:3][C:4]([N:6]1[CH2:11][CH2:10][CH:9]([NH:12][C:13]2[CH:18]=[CH:17][C:16]([F:19])=[CH:15][C:14]=2[NH2:20])[CH2:8][CH2:7]1)=[O:5])[CH3:2].C(N(CC)CC)C.[O:28]=[C:29](Cl)OC(Cl)(Cl)Cl. Product: [CH2:1]([O:3][C:4]([N:6]1[CH2:7][CH2:8][CH:9]([N:12]2[C:13]3[CH:18]=[CH:17][C:16]([F:19])=[CH:15][C:14]=3[NH:20][C:29]2=[O:28])[CH2:10][CH2:11]1)=[O:5])[CH3:2]. The catalyst class is: 2. (8) Reactant: OC(C)(C)CN1C=C[C:6]([NH:9][C:10](=[O:30])[C@@H:11]([N:16]2[CH2:20][C:19]([O:21][C:22]3[CH:27]=[CH:26][CH:25]=[CH:24][C:23]=3[Cl:28])=[CH:18][C:17]2=[O:29])[CH2:12][CH:13]([CH3:15])[CH3:14])=[N:5]1.Cl.CN(C)CCCN=C=NCC.ON1C2C=CC=CC=2N=N1.[F:55][C:56]([F:66])([F:65])[CH2:57][CH2:58][C:59]1N=C(N)[S:61][N:60]=1. Product: [F:55][C:56]([F:66])([F:65])[CH2:57][CH2:58][C:59]1[N:5]=[C:6]([NH:9][C:10](=[O:30])[C@@H:11]([N:16]2[CH2:20][C:19]([O:21][C:22]3[CH:27]=[CH:26][CH:25]=[CH:24][C:23]=3[Cl:28])=[CH:18][C:17]2=[O:29])[CH2:12][CH:13]([CH3:15])[CH3:14])[S:61][N:60]=1. The catalyst class is: 4. (9) Reactant: [CH2:1]([O:8][C:9]1[CH:17]=[CH:16][C:12]([C:13](O)=[O:14])=[CH:11][C:10]=1[CH:18]([CH3:20])[CH3:19])[C:2]1[CH:7]=[CH:6][CH:5]=[CH:4][CH:3]=1.C(Cl)(=O)C([Cl:24])=O. Product: [CH2:1]([O:8][C:9]1[CH:17]=[CH:16][C:12]([C:13]([Cl:24])=[O:14])=[CH:11][C:10]=1[CH:18]([CH3:20])[CH3:19])[C:2]1[CH:7]=[CH:6][CH:5]=[CH:4][CH:3]=1. The catalyst class is: 4. (10) Reactant: [Si:1]([O:8][C@@H:9]1[C:18]2[C:13](=[CH:14][C:15]([C:19]3[N:23]=[C:22]([C:24]4[O:28][N:27]=[C:26]([C:29]5[CH:34]=[CH:33][CH:32]=[CH:31][CH:30]=5)[C:25]=4[C:35]([F:38])([F:37])[F:36])[O:21][N:20]=3)=[CH:16][CH:17]=2)[O:12][CH2:11][C@@H:10]1[NH2:39])([C:4]([CH3:7])([CH3:6])[CH3:5])([CH3:3])[CH3:2].C([O-])([O-])=O.[K+].[K+].Br[CH2:47][C:48]([O:50][C:51]([CH3:54])([CH3:53])[CH3:52])=[O:49]. Product: [Si:1]([O:8][C@@H:9]1[C:18]2[C:13](=[CH:14][C:15]([C:19]3[N:23]=[C:22]([C:24]4[O:28][N:27]=[C:26]([C:29]5[CH:30]=[CH:31][CH:32]=[CH:33][CH:34]=5)[C:25]=4[C:35]([F:37])([F:36])[F:38])[O:21][N:20]=3)=[CH:16][CH:17]=2)[O:12][CH2:11][C@@H:10]1[NH:39][CH2:47][C:48]([O:50][C:51]([CH3:54])([CH3:53])[CH3:52])=[O:49])([C:4]([CH3:7])([CH3:6])[CH3:5])([CH3:2])[CH3:3]. The catalyst class is: 444.